Dataset: P-glycoprotein inhibition data for predicting drug efflux from Broccatelli et al.. Task: Regression/Classification. Given a drug SMILES string, predict its absorption, distribution, metabolism, or excretion properties. Task type varies by dataset: regression for continuous measurements (e.g., permeability, clearance, half-life) or binary classification for categorical outcomes (e.g., BBB penetration, CYP inhibition). Dataset: pgp_broccatelli. (1) The drug is Clc1ccccc1-c1nc(N2CCCC2)c2ccccc2n1. The result is 1 (inhibitor). (2) The drug is COc1cc(C[C@@H]2c3cc(OC)c(OC)cc3CCN2C)c(Oc2cc3c(cc2OC)-c2c(OC)c(OC)cc4c2[C@@H](C3)N(C)CC4)cc1OC. The result is 1 (inhibitor). (3) The drug is COC(=O)[C@H]1[C@@H](O)CC[C@H]2CN3CCc4c([nH]c5ccccc45)[C@H]3C[C@@H]21. The result is 0 (non-inhibitor).